Dataset: Full USPTO retrosynthesis dataset with 1.9M reactions from patents (1976-2016). Task: Predict the reactants needed to synthesize the given product. The reactants are: C(OC([NH:8][CH:9]([CH:20]1[CH2:22][CH2:21]1)[C:10]1[CH:19]=[CH:18][C:13]([C:14]([O:16][CH3:17])=[O:15])=[CH:12][CH:11]=1)=O)(C)(C)C.[ClH:23].O1CCOCC1. Given the product [ClH:23].[NH2:8][CH:9]([CH:20]1[CH2:22][CH2:21]1)[C:10]1[CH:11]=[CH:12][C:13]([C:14]([O:16][CH3:17])=[O:15])=[CH:18][CH:19]=1, predict the reactants needed to synthesize it.